Dataset: Forward reaction prediction with 1.9M reactions from USPTO patents (1976-2016). Task: Predict the product of the given reaction. (1) Given the reactants [CH3:1][NH:2][CH3:3].CCN(CC)CC.[CH3:11][C:12]([CH3:43])([CH3:42])[C:13](=[O:41])[CH2:14][O:15][C:16]1[CH:21]=[CH:20][C:19]([C:22]([C:27]2[CH:28]=[C:29]3[C:34](=[CH:35][CH:36]=2)[CH:33]=[C:32]([C:37](Cl)=[O:38])[CH:31]=[CH:30]3)([CH2:25][CH3:26])[CH2:23][CH3:24])=[CH:18][C:17]=1[CH3:40].Cl, predict the reaction product. The product is: [CH3:1][N:2]([CH3:3])[C:37]([C:32]1[CH:31]=[CH:30][C:29]2[C:34](=[CH:35][CH:36]=[C:27]([C:22]([C:19]3[CH:20]=[CH:21][C:16]([O:15][CH2:14][C:13](=[O:41])[C:12]([CH3:43])([CH3:42])[CH3:11])=[C:17]([CH3:40])[CH:18]=3)([CH2:25][CH3:26])[CH2:23][CH3:24])[CH:28]=2)[CH:33]=1)=[O:38]. (2) Given the reactants [SH:1][C:2]1[C:3]([C:8]([OH:10])=[O:9])=[N:4][CH:5]=[CH:6][CH:7]=1.[OH-].[Na+].[C:13](=O)(O)[O-].[Na+], predict the reaction product. The product is: [SH:1][C:2]1[C:3]([C:8]([O:10][CH3:13])=[O:9])=[N:4][CH:5]=[CH:6][CH:7]=1. (3) The product is: [OH:35][C@H:33]([CH3:34])[CH2:32][NH:31][C:17](=[O:19])[CH2:16][CH:13]1[S:12][C:11]([C:8]2[NH:9][C:10]3[C:6]([CH:7]=2)=[CH:5][C:4]([O:20][C:21]2[CH:22]=[N:23][C:24]([S:27]([CH3:30])(=[O:29])=[O:28])=[CH:25][CH:26]=2)=[CH:3][C:2]=3[CH3:1])=[N:15][CH2:14]1. Given the reactants [CH3:1][C:2]1[CH:3]=[C:4]([O:20][C:21]2[CH:22]=[N:23][C:24]([S:27]([CH3:30])(=[O:29])=[O:28])=[CH:25][CH:26]=2)[CH:5]=[C:6]2[C:10]=1[NH:9][C:8]([C:11]1[S:12][CH:13]([CH2:16][C:17]([OH:19])=O)[CH2:14][N:15]=1)=[CH:7]2.[NH2:31][CH2:32][C@H:33]([OH:35])[CH3:34].ON1C2C=CC=CC=2N=N1.Cl.C(N=C=NCCCN(C)C)C, predict the reaction product. (4) The product is: [Cl:1][C:2]1[CH:7]=[CH:6][CH:5]=[CH:4][C:3]=1[N:8]1[C:17](=[O:18])[C:16]2[C:11](=[CH:12][CH:13]=[CH:14][CH:15]=2)[N:10]=[C:9]1[CH:19]=[CH:22][N:23]([CH3:25])[CH3:24]. Given the reactants [Cl:1][C:2]1[CH:7]=[CH:6][CH:5]=[CH:4][C:3]=1[N:8]1[C:17](=[O:18])[C:16]2[C:11](=[CH:12][CH:13]=[CH:14][CH:15]=2)[N:10]=[C:9]1[CH3:19].CO[CH:22](OC)[N:23]([CH3:25])[CH3:24], predict the reaction product. (5) Given the reactants [CH3:1][CH:2]1[CH2:6][CH2:5][CH2:4][N:3]1[CH2:7][CH2:8][CH2:9][O:10][C:11]1[CH:16]=[CH:15][C:14]([C:17]2[S:18][C:19]3[CH2:24][CH:23]([NH2:25])[CH2:22][C:20]=3[N:21]=2)=[CH:13][CH:12]=1.C(N(CC)CC)C.[C:33](Cl)(=[O:35])[CH3:34], predict the reaction product. The product is: [CH3:1][CH:2]1[CH2:6][CH2:5][CH2:4][N:3]1[CH2:7][CH2:8][CH2:9][O:10][C:11]1[CH:16]=[CH:15][C:14]([C:17]2[S:18][C:19]3[CH2:24][CH:23]([NH:25][C:33](=[O:35])[CH3:34])[CH2:22][C:20]=3[N:21]=2)=[CH:13][CH:12]=1.